From a dataset of Full USPTO retrosynthesis dataset with 1.9M reactions from patents (1976-2016). Predict the reactants needed to synthesize the given product. (1) Given the product [C:6]([C:10]1[C:11]([O:16][CH2:17][O:18][CH3:19])=[C:12]([CH:13]=[CH:14][CH:15]=1)[CH:30]=[O:31])([CH3:9])([CH3:7])[CH3:8], predict the reactants needed to synthesize it. The reactants are: [Li]CCCC.[C:6]([C:10]1[CH:15]=[CH:14][CH:13]=[CH:12][C:11]=1[O:16][CH2:17][O:18][CH3:19])([CH3:9])([CH3:8])[CH3:7].CN(C)CCN(C)C.CN(C)[CH:30]=[O:31]. (2) Given the product [F:15][C:16]1([F:24])[CH2:21][CH2:20][CH:19]([CH2:22][O:1][C:2]2[N:6]([C:7]3[CH:12]=[C:11]([C:13]#[N:14])[CH:10]=[CH:9][N:8]=3)[N:5]=[CH:4][CH:3]=2)[CH2:18][CH2:17]1, predict the reactants needed to synthesize it. The reactants are: [OH:1][C:2]1[N:6]([C:7]2[CH:12]=[C:11]([C:13]#[N:14])[CH:10]=[CH:9][N:8]=2)[N:5]=[CH:4][CH:3]=1.[F:15][C:16]1([F:24])[CH2:21][CH2:20][CH:19]([CH2:22]O)[CH2:18][CH2:17]1. (3) Given the product [CH2:38]([N:17]1[C:16]([N:1]2[CH2:7][CH2:6][CH2:5][N:4]([S:42]([CH3:45])(=[O:44])=[O:43])[CH2:3][CH2:2]2)=[N:24][C:23]2[C:18]1=[N:19][C:20]([C:31]1[CH:32]=[N:33][C:34]([NH2:37])=[N:35][CH:36]=1)=[N:21][C:22]=2[N:25]1[CH2:30][CH2:29][O:28][CH2:27][CH2:26]1)[CH:39]([CH3:41])[CH3:40], predict the reactants needed to synthesize it. The reactants are: [NH:1]1[CH2:7][CH2:6][CH2:5][NH:4][CH2:3][CH2:2]1.CN1CCCC1=O.Cl[C:16]1[N:17]([CH2:38][CH:39]([CH3:41])[CH3:40])[C:18]2[C:23]([N:24]=1)=[C:22]([N:25]1[CH2:30][CH2:29][O:28][CH2:27][CH2:26]1)[N:21]=[C:20]([C:31]1[CH:32]=[N:33][C:34]([NH2:37])=[N:35][CH:36]=1)[N:19]=2.[S:42](Cl)([CH3:45])(=[O:44])=[O:43]. (4) Given the product [Cl:25][C:26]1[CH:32]=[CH:31][CH:30]=[C:29]([Cl:33])[C:27]=1[NH:28][C:13](=[O:15])[CH2:12][CH2:11][C:3]1[C:4]([Br:10])=[CH:5][C:6]([O:8][CH3:9])=[CH:7][C:2]=1[Br:1], predict the reactants needed to synthesize it. The reactants are: [Br:1][C:2]1[CH:7]=[C:6]([O:8][CH3:9])[CH:5]=[C:4]([Br:10])[C:3]=1[CH2:11][CH2:12][C:13]([OH:15])=O.C(N(C(C)C)CC)(C)C.[Cl:25][C:26]1[CH:32]=[CH:31][CH:30]=[C:29]([Cl:33])[C:27]=1[NH2:28]. (5) Given the product [CH2:2]1[C:3]2([CH2:7][CH2:6][C@H:5]([CH2:8][OH:9])[O:4]2)[CH2:1]1, predict the reactants needed to synthesize it. The reactants are: [CH2:1]1[C:3]2([CH2:7][CH2:6][C@H:5]([CH2:8][O:9][Si](C(C)(C)C)(C3C=CC=CC=3)C3C=CC=CC=3)[O:4]2)[CH2:2]1.CCCC[N+](CCCC)(CCCC)CCCC.[F-]. (6) Given the product [NH:39]1[C:34]2[CH:33]=[CH:32][C:37]([N:15]3[C@@H:12]([C:9]4[CH:8]=[CH:7][C:6]([N:5]([CH2:4][CH2:3][O:2][CH3:1])[CH2:23][CH2:24][O:25][CH3:26])=[CH:11][CH:10]=4)[CH2:18][O:17][C:16]3=[O:22])=[CH:36][C:35]=2[N:38]=[CH:43]1, predict the reactants needed to synthesize it. The reactants are: [CH3:1][O:2][CH2:3][CH2:4][N:5]([CH2:23][CH2:24][O:25][CH3:26])[C:6]1[CH:11]=[CH:10][C:9]([C@@H:12]([NH:15][C:16](=[O:22])[O:17][C:18](C)(C)C)CO)=[CH:8][CH:7]=1.S(Cl)(Cl)=O.Br[C:32]1[CH:37]=[CH:36][C:35]([NH2:38])=[C:34]([NH2:39])[CH:33]=1.[F-].[Cs+].N[CH:43]1CCCCC1N. (7) Given the product [CH2:34]([O:31][C@:15]12[C@@H:14]3[N:26]([CH2:27][CH:28]4[CH2:30][CH2:29]4)[CH2:25][CH2:24][C@:20]41[C:21]1[C:22]([O:23][C@H:19]4[CH2:18][CH2:17][CH2:16]2)=[C:9]([O:8][CH2:1][C:2]2[CH:7]=[CH:6][CH:5]=[CH:4][CH:3]=2)[CH:10]=[CH:11][C:12]=1[CH2:13]3)[CH:33]=[CH2:32], predict the reactants needed to synthesize it. The reactants are: [CH2:1]([O:8][C:9]1[CH:10]=[CH:11][C:12]2[CH2:13][C@H:14]3[N:26]([CH2:27][CH:28]4[CH2:30][CH2:29]4)[CH2:25][CH2:24][C@:20]45[C:21]=2[C:22]=1[O:23][C@H:19]4[CH2:18][CH2:17][CH2:16][C@@:15]35[OH:31])[C:2]1[CH:7]=[CH:6][CH:5]=[CH:4][CH:3]=1.[CH2:32](Br)[CH:33]=[CH2:34].[H-].[Na+].